From a dataset of NCI-60 drug combinations with 297,098 pairs across 59 cell lines. Regression. Given two drug SMILES strings and cell line genomic features, predict the synergy score measuring deviation from expected non-interaction effect. (1) Drug 1: CS(=O)(=O)C1=CC(=C(C=C1)C(=O)NC2=CC(=C(C=C2)Cl)C3=CC=CC=N3)Cl. Drug 2: CN1CCC(CC1)COC2=C(C=C3C(=C2)N=CN=C3NC4=C(C=C(C=C4)Br)F)OC. Cell line: NCI-H460. Synergy scores: CSS=5.42, Synergy_ZIP=-1.89, Synergy_Bliss=-0.236, Synergy_Loewe=0.0490, Synergy_HSA=0.594. (2) Drug 1: C1=CC(=CC=C1C#N)C(C2=CC=C(C=C2)C#N)N3C=NC=N3. Drug 2: C1=CC=C(C=C1)NC(=O)CCCCCCC(=O)NO. Cell line: SF-539. Synergy scores: CSS=15.0, Synergy_ZIP=-2.06, Synergy_Bliss=1.14, Synergy_Loewe=-3.95, Synergy_HSA=-1.38. (3) Drug 1: C1CCC(C1)C(CC#N)N2C=C(C=N2)C3=C4C=CNC4=NC=N3. Drug 2: C1=NC2=C(N1)C(=S)N=CN2. Cell line: OVCAR-8. Synergy scores: CSS=-1.02, Synergy_ZIP=-9.12, Synergy_Bliss=-18.7, Synergy_Loewe=-43.3, Synergy_HSA=-20.3. (4) Drug 1: C1=CC(=CC=C1C#N)C(C2=CC=C(C=C2)C#N)N3C=NC=N3. Drug 2: CC1=C(N=C(N=C1N)C(CC(=O)N)NCC(C(=O)N)N)C(=O)NC(C(C2=CN=CN2)OC3C(C(C(C(O3)CO)O)O)OC4C(C(C(C(O4)CO)O)OC(=O)N)O)C(=O)NC(C)C(C(C)C(=O)NC(C(C)O)C(=O)NCCC5=NC(=CS5)C6=NC(=CS6)C(=O)NCCC[S+](C)C)O. Cell line: BT-549. Synergy scores: CSS=25.4, Synergy_ZIP=-9.82, Synergy_Bliss=-1.61, Synergy_Loewe=-1.92, Synergy_HSA=2.42.